From a dataset of Peptide-MHC class I binding affinity with 185,985 pairs from IEDB/IMGT. Regression. Given a peptide amino acid sequence and an MHC pseudo amino acid sequence, predict their binding affinity value. This is MHC class I binding data. (1) The peptide sequence is KPCSDYCLSL. The MHC is Patr-B1301 with pseudo-sequence Patr-B1301. The binding affinity (normalized) is 0.814. (2) The peptide sequence is YMDDILIAS. The MHC is Mamu-A2201 with pseudo-sequence Mamu-A2201. The binding affinity (normalized) is 0. (3) The peptide sequence is RPDTRHLRV. The MHC is HLA-A02:03 with pseudo-sequence HLA-A02:03. The binding affinity (normalized) is 0.